Task: Regression. Given two drug SMILES strings and cell line genomic features, predict the synergy score measuring deviation from expected non-interaction effect.. Dataset: NCI-60 drug combinations with 297,098 pairs across 59 cell lines (1) Drug 2: C1C(C(OC1N2C=NC3=C2NC=NCC3O)CO)O. Synergy scores: CSS=16.4, Synergy_ZIP=-3.50, Synergy_Bliss=1.40, Synergy_Loewe=-1.60, Synergy_HSA=0.590. Cell line: RXF 393. Drug 1: CCN(CC)CCCC(C)NC1=C2C=C(C=CC2=NC3=C1C=CC(=C3)Cl)OC. (2) Drug 1: CN(C)C1=NC(=NC(=N1)N(C)C)N(C)C. Drug 2: C1=CC=C(C(=C1)C(C2=CC=C(C=C2)Cl)C(Cl)Cl)Cl. Cell line: SN12C. Synergy scores: CSS=-4.06, Synergy_ZIP=-0.239, Synergy_Bliss=-4.74, Synergy_Loewe=-5.67, Synergy_HSA=-5.57. (3) Drug 1: CN1C(=O)N2C=NC(=C2N=N1)C(=O)N. Drug 2: CN1C2=C(C=C(C=C2)N(CCCl)CCCl)N=C1CCCC(=O)O.Cl. Cell line: LOX IMVI. Synergy scores: CSS=-2.95, Synergy_ZIP=-1.03, Synergy_Bliss=-2.75, Synergy_Loewe=-8.68, Synergy_HSA=-5.91.